Task: Predict the product of the given reaction.. Dataset: Forward reaction prediction with 1.9M reactions from USPTO patents (1976-2016) Given the reactants [CH:1]([C:3]1[CH:16]=[CH:15][C:6]([C:7]([NH:9][C:10]2[N:11]=[N:12][NH:13][N:14]=2)=[O:8])=[CH:5][CH:4]=1)=O.[CH:17]1([C:23]2[CH:29]=[CH:28][C:26]([NH2:27])=[CH:25][CH:24]=2)[CH2:22][CH2:21][CH2:20][CH2:19][CH2:18]1.C(O)(=O)C.C([BH3-])#N.[Na+], predict the reaction product. The product is: [CH:17]1([C:23]2[CH:24]=[CH:25][C:26]([NH:27][CH2:1][C:3]3[CH:16]=[CH:15][C:6]([C:7]([NH:9][C:10]4[N:11]=[N:12][NH:13][N:14]=4)=[O:8])=[CH:5][CH:4]=3)=[CH:28][CH:29]=2)[CH2:18][CH2:19][CH2:20][CH2:21][CH2:22]1.